From a dataset of Full USPTO retrosynthesis dataset with 1.9M reactions from patents (1976-2016). Predict the reactants needed to synthesize the given product. Given the product [CH:22]([C:15]1[NH:14][C:13]([CH3:24])=[C:12]([C:10]([OH:11])=[O:9])[C:16]=1[CH2:17][CH2:18][CH2:19][S:3]([CH3:25])(=[O:5])=[O:2])=[O:23], predict the reactants needed to synthesize it. The reactants are: O[O:2][S:3]([O-:5])=O.[K+].C([O:9][C:10]([C:12]1[C:16]([CH2:17][CH2:18][CH2:19]SC)=[C:15]([CH:22]=[O:23])[NH:14][C:13]=1[CH3:24])=[O:11])C.[CH3:25]O.